Predict the reaction yield, written as a fraction of the theoretical maximum amount of product (1.0 means a 100% yield; for example, 0.34 means a 34% yield). From a dataset of Reaction yield outcomes from USPTO patents with 853,638 reactions. (1) The reactants are [NH2:1][C:2]1[NH:6][N:5]=[C:4]([OH:7])[CH:3]=1.O.C1(C)C=CC(S(O)(=O)=O)=CC=1.[O:20]([CH2:27][CH2:28]O)[C:21]1[CH:26]=[CH:25][CH:24]=[CH:23][CH:22]=1. The catalyst is C(#N)C. The product is [O:20]([CH2:27][CH2:28][O:7][C:4]1[CH:3]=[C:2]([NH2:1])[NH:6][N:5]=1)[C:21]1[CH:26]=[CH:25][CH:24]=[CH:23][CH:22]=1. The yield is 0.330. (2) The reactants are O=C1C2C(=CC=CC=2)C(=O)[N:3]1[CH2:12][CH2:13][C:14]1[CH:15]=[C:16]2[C:22]3([CH2:27][CH2:26][N:25]([C:28]([O:30][C:31]([CH3:34])([CH3:33])[CH3:32])=[O:29])[CH2:24][CH2:23]3)[CH2:21][N:20]([C:35]3[C:36]4[C@H:43]([CH3:44])[CH2:42][CH2:41][C:37]=4[N:38]=[CH:39][N:40]=3)[C:17]2=[CH:18][CH:19]=1.O.NN. The catalyst is CCO. The product is [NH2:3][CH2:12][CH2:13][C:14]1[CH:15]=[C:16]2[C:22]3([CH2:27][CH2:26][N:25]([C:28]([O:30][C:31]([CH3:34])([CH3:32])[CH3:33])=[O:29])[CH2:24][CH2:23]3)[CH2:21][N:20]([C:35]3[C:36]4[C@H:43]([CH3:44])[CH2:42][CH2:41][C:37]=4[N:38]=[CH:39][N:40]=3)[C:17]2=[CH:18][CH:19]=1. The yield is 0.820.